Dataset: Forward reaction prediction with 1.9M reactions from USPTO patents (1976-2016). Task: Predict the product of the given reaction. Given the reactants [C:1]([O:5][C:6](=[O:22])[NH:7][C:8]1[CH:13]=[C:12]([N:14]([CH2:16][CH2:17][O:18][CH3:19])[CH3:15])[C:11]([Cl:20])=[CH:10][C:9]=1[NH2:21])([CH3:4])([CH3:3])[CH3:2].C([O:25][C:26](=O)[CH2:27][C:28](=[O:40])[C:29]1[CH:34]=[CH:33][CH:32]=[C:31]([N:35]2[CH:39]=[CH:38][N:37]=[N:36]2)[CH:30]=1)C, predict the reaction product. The product is: [C:1]([O:5][C:6](=[O:22])[NH:7][C:8]1[CH:13]=[C:12]([N:14]([CH2:16][CH2:17][O:18][CH3:19])[CH3:15])[C:11]([Cl:20])=[CH:10][C:9]=1[NH:21][C:26](=[O:25])[CH2:27][C:28](=[O:40])[C:29]1[CH:34]=[CH:33][CH:32]=[C:31]([N:35]2[CH:39]=[CH:38][N:37]=[N:36]2)[CH:30]=1)([CH3:4])([CH3:2])[CH3:3].